This data is from NCI-60 drug combinations with 297,098 pairs across 59 cell lines. The task is: Regression. Given two drug SMILES strings and cell line genomic features, predict the synergy score measuring deviation from expected non-interaction effect. (1) Drug 1: C1C(C(OC1N2C=NC3=C(N=C(N=C32)Cl)N)CO)O. Drug 2: CC1=C(N=C(N=C1N)C(CC(=O)N)NCC(C(=O)N)N)C(=O)NC(C(C2=CN=CN2)OC3C(C(C(C(O3)CO)O)O)OC4C(C(C(C(O4)CO)O)OC(=O)N)O)C(=O)NC(C)C(C(C)C(=O)NC(C(C)O)C(=O)NCCC5=NC(=CS5)C6=NC(=CS6)C(=O)NCCC[S+](C)C)O. Cell line: NCIH23. Synergy scores: CSS=72.7, Synergy_ZIP=-2.44, Synergy_Bliss=-3.59, Synergy_Loewe=-0.640, Synergy_HSA=2.69. (2) Drug 1: CC1C(C(=O)NC(C(=O)N2CCCC2C(=O)N(CC(=O)N(C(C(=O)O1)C(C)C)C)C)C(C)C)NC(=O)C3=C4C(=C(C=C3)C)OC5=C(C(=O)C(=C(C5=N4)C(=O)NC6C(OC(=O)C(N(C(=O)CN(C(=O)C7CCCN7C(=O)C(NC6=O)C(C)C)C)C)C(C)C)C)N)C. Drug 2: C1CNP(=O)(OC1)N(CCCl)CCCl. Cell line: HS 578T. Synergy scores: CSS=20.9, Synergy_ZIP=-5.21, Synergy_Bliss=-3.81, Synergy_Loewe=-24.3, Synergy_HSA=-2.50. (3) Drug 1: CC1OCC2C(O1)C(C(C(O2)OC3C4COC(=O)C4C(C5=CC6=C(C=C35)OCO6)C7=CC(=C(C(=C7)OC)O)OC)O)O. Drug 2: CN1C2=C(C=C(C=C2)N(CCCl)CCCl)N=C1CCCC(=O)O.Cl. Cell line: UACC-257. Synergy scores: CSS=5.29, Synergy_ZIP=2.77, Synergy_Bliss=6.13, Synergy_Loewe=-3.06, Synergy_HSA=2.81.